This data is from Full USPTO retrosynthesis dataset with 1.9M reactions from patents (1976-2016). The task is: Predict the reactants needed to synthesize the given product. (1) The reactants are: [NH2:1][C:2]1[CH:10]=[C:9]([O:11][CH3:12])[CH:8]=[C:7]([O:13][CH3:14])[C:3]=1[C:4]([NH2:6])=[O:5].[CH3:15][O:16][C:17]1[CH:24]=[CH:23][C:20]([CH:21]=O)=[CH:19][C:18]=1[CH2:25][N:26]1[CH2:31][CH2:30][O:29][CH2:28][CH2:27]1.COC1C=C(OC)C=C2C=1C(=O)NC(C1C=CC=CN=1)=N2. Given the product [CH3:14][O:13][C:7]1[CH:8]=[C:9]([O:11][CH3:12])[CH:10]=[C:2]2[C:3]=1[C:4](=[O:5])[NH:6][C:21]([C:20]1[CH:23]=[CH:24][C:17]([O:16][CH3:15])=[C:18]([CH2:25][N:26]3[CH2:31][CH2:30][O:29][CH2:28][CH2:27]3)[CH:19]=1)=[N:1]2, predict the reactants needed to synthesize it. (2) The reactants are: [CH:1]([NH:4][CH3:5])([CH3:3])[CH3:2].[N+](C1C=C([N+]([O-])=O)C=CC=1O[C:19](=[O:22])[CH2:20][Br:21])([O-])=O. Given the product [Br:21][CH2:20][C:19]([N:4]([CH:1]([CH3:3])[CH3:2])[CH3:5])=[O:22], predict the reactants needed to synthesize it. (3) Given the product [F:2][C:3]1[C:4]([F:19])=[CH:5][C:6]2[N:15]=[C:14]([N:16]3[CH2:27][CH2:26][NH:25][C@@H:24]([CH2:23][CH2:22][O:21][CH3:20])[CH2:29]3)[C:13]3[CH:12]=[C:11]([CH3:17])[S:10][C:9]=3[NH:8][C:7]=2[CH:18]=1, predict the reactants needed to synthesize it. The reactants are: Cl.[F:2][C:3]1[C:4]([F:19])=[CH:5][C:6]2[N:15]=[C:14]([NH2:16])[C:13]3[CH:12]=[C:11]([CH3:17])[S:10][C:9]=3[NH:8][C:7]=2[CH:18]=1.[CH3:20][O:21][CH2:22][CH2:23][CH:24]1[CH2:29]N[CH2:27][CH2:26][NH:25]1.CS(C)=O. (4) Given the product [CH3:1][O:2][C:3]1[C:4]([NH:14][C:15]([N:30]2[CH2:29][CH2:28][N:27]([C:24]3[CH:23]=[CH:22][C:21]([Cl:20])=[CH:26][CH:25]=3)[CH2:32][CH2:31]2)=[O:19])=[N:5][C:6]2[C:11]([N:12]=1)=[CH:10][C:9]([CH3:13])=[CH:8][CH:7]=2, predict the reactants needed to synthesize it. The reactants are: [CH3:1][O:2][C:3]1[C:4]([NH:14][C:15](=[O:19])OCC)=[N:5][C:6]2[C:11]([N:12]=1)=[CH:10][C:9]([CH3:13])=[CH:8][CH:7]=2.[Cl:20][C:21]1[CH:26]=[CH:25][C:24]([N:27]2[CH2:32][CH2:31][NH:30][CH2:29][CH2:28]2)=[CH:23][CH:22]=1.